From a dataset of TCR-epitope binding with 47,182 pairs between 192 epitopes and 23,139 TCRs. Binary Classification. Given a T-cell receptor sequence (or CDR3 region) and an epitope sequence, predict whether binding occurs between them. (1) The epitope is FLLNKEMYL. The TCR CDR3 sequence is CASSRLAGGLYNEQFF. Result: 0 (the TCR does not bind to the epitope). (2) The epitope is KLGGALQAK. The TCR CDR3 sequence is CASRLGAGYTF. Result: 1 (the TCR binds to the epitope). (3) The epitope is KLNVGDYFV. Result: 0 (the TCR does not bind to the epitope). The TCR CDR3 sequence is CASSLKGGELFF.